This data is from Catalyst prediction with 721,799 reactions and 888 catalyst types from USPTO. The task is: Predict which catalyst facilitates the given reaction. Reactant: Cl.[CH2:2]([O:4][C:5]([C:7]1[CH:11]=[C:10]([C:12]2[CH:17]=[CH:16][N:15]=[C:14]([NH2:18])[N:13]=2)[NH:9][C:8]=1Cl)=[O:6])[CH3:3].C([O-])=O.[NH4+]. Product: [CH2:2]([O:4][C:5]([C:7]1[CH:11]=[C:10]([C:12]2[CH:17]=[CH:16][N:15]=[C:14]([NH2:18])[N:13]=2)[NH:9][CH:8]=1)=[O:6])[CH3:3]. The catalyst class is: 19.